From a dataset of Full USPTO retrosynthesis dataset with 1.9M reactions from patents (1976-2016). Predict the reactants needed to synthesize the given product. (1) Given the product [OH:11][C:12]1[CH:13]=[C:14]([CH:19]=[C:20]([C:22]2[N:26]([CH2:27][O:28][CH2:29][CH2:30][Si:31]([CH3:32])([CH3:34])[CH3:33])[N:25]=[N:24][N:23]=2)[CH:21]=1)[C:15]([O:17][CH3:18])=[O:16], predict the reactants needed to synthesize it. The reactants are: CCO.C([O:11][C:12]1[CH:13]=[C:14]([CH:19]=[C:20]([C:22]2[N:26]([CH2:27][O:28][CH2:29][CH2:30][Si:31]([CH3:34])([CH3:33])[CH3:32])[N:25]=[N:24][N:23]=2)[CH:21]=1)[C:15]([O:17][CH3:18])=[O:16])C1C=CC=CC=1.[H][H]. (2) The reactants are: [C:1]([C:4]1[C:13]2[C:8](=[CH:9][C:10]([O:19][CH3:20])=[C:11]([O:14][CH2:15][CH2:16][O:17][CH3:18])[CH:12]=2)[CH:7]=[C:6]([NH:21][C:22]2[CH:26]=[C:25]([CH3:27])[NH:24][N:23]=2)[N:5]=1)([CH3:3])=[CH2:2]. Given the product [CH:1]([C:4]1[C:13]2[C:8](=[CH:9][C:10]([O:19][CH3:20])=[C:11]([O:14][CH2:15][CH2:16][O:17][CH3:18])[CH:12]=2)[CH:7]=[C:6]([NH:21][C:22]2[CH:26]=[C:25]([CH3:27])[NH:24][N:23]=2)[N:5]=1)([CH3:3])[CH3:2], predict the reactants needed to synthesize it. (3) Given the product [N:52]1([CH2:56][CH2:57][N:58]2[CH2:59][CH2:60][N:61]([C:10]([NH:9][C:19]3[CH:24]=[C:23]([O:25][C:26]4[CH:31]=[CH:30][C:29]([NH:32][C:33]([C:35]5([C:38]([NH:39][C:40]6[CH:41]=[CH:42][C:43]([F:46])=[CH:44][CH:45]=6)=[O:47])[CH2:37][CH2:36]5)=[O:34])=[CH:28][CH:27]=4)[CH:22]=[CH:21][N:20]=3)=[O:11])[CH2:62][CH2:63]2)[CH2:53][CH2:54][CH2:55]1, predict the reactants needed to synthesize it. The reactants are: C1(OC(=O)[N:9]([C:19]2[CH:24]=[C:23]([O:25][C:26]3[CH:31]=[CH:30][C:29]([NH:32][C:33]([C:35]4([C:38](=[O:47])[NH:39][C:40]5[CH:45]=[CH:44][C:43]([F:46])=[CH:42][CH:41]=5)[CH2:37][CH2:36]4)=[O:34])=[CH:28][CH:27]=3)[CH:22]=[CH:21][N:20]=2)[C:10](OC2C=CC=CC=2)=[O:11])C=CC=CC=1.Cl.Cl.Cl.[N:52]1([CH2:56][CH2:57][N:58]2[CH2:63][CH2:62][NH:61][CH2:60][CH2:59]2)[CH2:55][CH2:54][CH2:53]1.C(N(CC)CC)C.O. (4) Given the product [CH3:34][O:35][CH2:36][CH2:37][N:38]([CH3:39])[C:2]1[CH:3]=[C:4]([CH:25]=[CH:26][N:27]=1)[C:5]([NH:7][C:8]1[S:9][C:10]2[C:16]([CH:17]3[CH2:22][CH2:21][O:20][CH2:19][CH2:18]3)=[CH:15][CH:14]=[C:13]([O:23][CH3:24])[C:11]=2[N:12]=1)=[O:6], predict the reactants needed to synthesize it. The reactants are: Br[C:2]1[CH:3]=[C:4]([CH:25]=[CH:26][N:27]=1)[C:5]([NH:7][C:8]1[S:9][C:10]2[C:16]([CH:17]3[CH2:22][CH2:21][O:20][CH2:19][CH2:18]3)=[CH:15][CH:14]=[C:13]([O:23][CH3:24])[C:11]=2[N:12]=1)=[O:6].C(=O)([O-])[O-].[Cs+].[Cs+].[CH3:34][O:35][CH2:36][CH2:37][NH:38][CH3:39].